Predict the product of the given reaction. From a dataset of Forward reaction prediction with 1.9M reactions from USPTO patents (1976-2016). (1) The product is: [ClH:2].[ClH:1].[NH2:11][CH2:10][CH:9]([NH:19][C:20]([C:22]1[N:26]2[CH:27]=[CH:28][CH:29]=[C:30]([O:31][CH2:32][C:33]3[C:38]([F:39])=[CH:37][CH:36]=[CH:35][C:34]=3[F:40])[C:25]2=[N:24][C:23]=1[CH3:41])=[O:21])[C:6]1[CH:5]=[CH:4][C:3]([Cl:2])=[CH:8][CH:7]=1. Given the reactants [ClH:1].[Cl:2][C:3]1[CH:8]=[CH:7][C:6]([CH:9]([NH:19][C:20]([C:22]2[N:26]3[CH:27]=[CH:28][CH:29]=[C:30]([O:31][CH2:32][C:33]4[C:38]([F:39])=[CH:37][CH:36]=[CH:35][C:34]=4[F:40])[C:25]3=[N:24][C:23]=2[CH3:41])=[O:21])[CH2:10][NH:11]C(=O)OC(C)(C)C)=[CH:5][CH:4]=1, predict the reaction product. (2) Given the reactants [C:1]([S:5][C:6]1[CH:11]=[CH:10][C:9](B2OC(C)(C)C(C)(C)O2)=[CH:8][CH:7]=1)([CH3:4])([CH3:3])[CH3:2].[Br:21][C:22]1[CH:27]=[C:26]([O:28][CH3:29])[C:25](Br)=[CH:24][C:23]=1[O:31][CH3:32].C(=O)([O-])[O-].[Na+].[Na+], predict the reaction product. The product is: [C:1]([S:5][C:6]1[CH:7]=[CH:8][C:9]([C:25]2[CH:24]=[C:23]([O:31][CH3:32])[C:22]([Br:21])=[CH:27][C:26]=2[O:28][CH3:29])=[CH:10][CH:11]=1)([CH3:2])([CH3:3])[CH3:4]. (3) Given the reactants [S:1]1[CH:5]=[CH:4][CH:3]=[C:2]1[CH:6]1[CH2:11][CH2:10][N:9]([CH2:12][C:13]([C:15]2[CH:16]=[C:17]3[C:22](=[CH:23][CH:24]=2)[NH:21][C:20](=[O:25])[CH2:19][CH2:18]3)=[O:14])[CH2:8][CH2:7]1.[BH4-].[Na+].C(=O)([O-])O.[Na+], predict the reaction product. The product is: [OH:14][CH:13]([C:15]1[CH:16]=[C:17]2[C:22](=[CH:23][CH:24]=1)[NH:21][C:20](=[O:25])[CH2:19][CH2:18]2)[CH2:12][N:9]1[CH2:10][CH2:11][CH:6]([C:2]2[S:1][CH:5]=[CH:4][CH:3]=2)[CH2:7][CH2:8]1.